This data is from Forward reaction prediction with 1.9M reactions from USPTO patents (1976-2016). The task is: Predict the product of the given reaction. Given the reactants [CH3:1][O:2][C:3]([CH2:5][O:6][C:7]1[C:12]([N+:13]([O-])=O)=[CH:11][CH:10]=[CH:9][N:8]=1)=[O:4], predict the reaction product. The product is: [NH2:13][C:12]1[C:7]([O:6][CH2:5][C:3]([O:2][CH3:1])=[O:4])=[N:8][CH:9]=[CH:10][CH:11]=1.